From a dataset of Peptide-MHC class I binding affinity with 185,985 pairs from IEDB/IMGT. Regression. Given a peptide amino acid sequence and an MHC pseudo amino acid sequence, predict their binding affinity value. This is MHC class I binding data. (1) The peptide sequence is FHGVAKNPV. The MHC is HLA-A80:01 with pseudo-sequence HLA-A80:01. The binding affinity (normalized) is 0.0847. (2) The peptide sequence is SHIDRVYTL. The MHC is Mamu-B1001 with pseudo-sequence Mamu-B1001. The binding affinity (normalized) is 1.00. (3) The peptide sequence is YFLRRLALV. The MHC is HLA-B58:01 with pseudo-sequence HLA-B58:01. The binding affinity (normalized) is 0.0847. (4) The peptide sequence is YLALLAAFK. The MHC is HLA-A68:01 with pseudo-sequence HLA-A68:01. The binding affinity (normalized) is 0.730.